Dataset: NCI-60 drug combinations with 297,098 pairs across 59 cell lines. Task: Regression. Given two drug SMILES strings and cell line genomic features, predict the synergy score measuring deviation from expected non-interaction effect. (1) Drug 1: CC(C1=C(C=CC(=C1Cl)F)Cl)OC2=C(N=CC(=C2)C3=CN(N=C3)C4CCNCC4)N. Drug 2: C1C(C(OC1N2C=NC3=C(N=C(N=C32)Cl)N)CO)O. Cell line: NCI-H460. Synergy scores: CSS=9.93, Synergy_ZIP=0.889, Synergy_Bliss=5.97, Synergy_Loewe=1.70, Synergy_HSA=3.48. (2) Drug 1: CN1CCC(CC1)COC2=C(C=C3C(=C2)N=CN=C3NC4=C(C=C(C=C4)Br)F)OC. Drug 2: C(CN)CNCCSP(=O)(O)O. Cell line: SK-MEL-5. Synergy scores: CSS=-8.67, Synergy_ZIP=3.09, Synergy_Bliss=-0.723, Synergy_Loewe=-5.85, Synergy_HSA=-5.91. (3) Drug 1: C1=CC(=CC=C1CCCC(=O)O)N(CCCl)CCCl. Drug 2: C1=CN(C(=O)N=C1N)C2C(C(C(O2)CO)O)O.Cl. Cell line: RXF 393. Synergy scores: CSS=19.8, Synergy_ZIP=-6.65, Synergy_Bliss=-3.91, Synergy_Loewe=-4.41, Synergy_HSA=-0.756. (4) Drug 1: CN1C2=C(C=C(C=C2)N(CCCl)CCCl)N=C1CCCC(=O)O.Cl. Drug 2: C1=NC2=C(N=C(N=C2N1C3C(C(C(O3)CO)O)F)Cl)N. Cell line: UACC-257. Synergy scores: CSS=0.445, Synergy_ZIP=0.458, Synergy_Bliss=-0.593, Synergy_Loewe=-1.01, Synergy_HSA=-0.973. (5) Drug 1: CN(C)C1=NC(=NC(=N1)N(C)C)N(C)C. Drug 2: CC1CCC2CC(C(=CC=CC=CC(CC(C(=O)C(C(C(=CC(C(=O)CC(OC(=O)C3CCCCN3C(=O)C(=O)C1(O2)O)C(C)CC4CCC(C(C4)OC)O)C)C)O)OC)C)C)C)OC. Cell line: SF-295. Synergy scores: CSS=20.3, Synergy_ZIP=-16.0, Synergy_Bliss=-13.8, Synergy_Loewe=-46.3, Synergy_HSA=-12.1. (6) Drug 1: CC12CCC(CC1=CCC3C2CCC4(C3CC=C4C5=CN=CC=C5)C)O. Drug 2: C(CC(=O)O)C(=O)CN.Cl. Cell line: SNB-19. Synergy scores: CSS=14.3, Synergy_ZIP=-2.19, Synergy_Bliss=1.01, Synergy_Loewe=-0.190, Synergy_HSA=0.732. (7) Drug 1: CC1OCC2C(O1)C(C(C(O2)OC3C4COC(=O)C4C(C5=CC6=C(C=C35)OCO6)C7=CC(=C(C(=C7)OC)O)OC)O)O. Cell line: OVCAR3. Drug 2: CC1=C(C=C(C=C1)C(=O)NC2=CC(=CC(=C2)C(F)(F)F)N3C=C(N=C3)C)NC4=NC=CC(=N4)C5=CN=CC=C5. Synergy scores: CSS=30.4, Synergy_ZIP=-6.98, Synergy_Bliss=-0.551, Synergy_Loewe=-5.47, Synergy_HSA=-2.57. (8) Drug 1: B(C(CC(C)C)NC(=O)C(CC1=CC=CC=C1)NC(=O)C2=NC=CN=C2)(O)O. Drug 2: CC1(CCCN1)C2=NC3=C(C=CC=C3N2)C(=O)N. Cell line: HT29. Synergy scores: CSS=42.3, Synergy_ZIP=1.88, Synergy_Bliss=1.43, Synergy_Loewe=-49.4, Synergy_HSA=-0.654.